Task: Predict the product of the given reaction.. Dataset: Forward reaction prediction with 1.9M reactions from USPTO patents (1976-2016) (1) Given the reactants Br[C:2]1[N:10]([CH2:11][CH2:12][CH:13]([CH3:15])[CH3:14])[C:9]2[C:8](=[O:16])[N:7]([CH2:17][CH2:18][CH2:19][O:20][Si](C(C)(C)C)(C)C)[C:6](=[O:28])[N:5]([CH3:29])[C:4]=2[N:3]=1.[F:30][C:31]1[CH:32]=[C:33]([OH:37])[CH:34]=[CH:35][CH:36]=1.C(=O)([O-])[O-].[K+].[K+].Cl, predict the reaction product. The product is: [F:30][C:31]1[CH:32]=[C:33]([CH:34]=[CH:35][CH:36]=1)[O:37][C:2]1[N:10]([CH2:11][CH2:12][CH:13]([CH3:14])[CH3:15])[C:9]2[C:8](=[O:16])[N:7]([CH2:17][CH2:18][CH2:19][OH:20])[C:6](=[O:28])[N:5]([CH3:29])[C:4]=2[N:3]=1. (2) Given the reactants [C:1]1([CH2:7][CH2:8][CH2:9][N:10]2[CH2:15][CH2:14][NH:13][CH2:12][CH2:11]2)[CH:6]=[CH:5][CH:4]=[CH:3][CH:2]=1.[O:16]1[CH2:18][CH:17]1[CH2:19]OS(C1C=CC=C([N+]([O-])=O)C=1)(=O)=O, predict the reaction product. The product is: [O:16]1[CH2:18][CH:17]1[CH2:19][N:13]1[CH2:12][CH2:11][N:10]([CH2:9][CH2:8][CH2:7][C:1]2[CH:6]=[CH:5][CH:4]=[CH:3][CH:2]=2)[CH2:15][CH2:14]1. (3) The product is: [NH2:1][C@@H:2]([C:7]([OH:9])=[O:8])[CH2:3][C:4]([OH:6])=[O:5]. Given the reactants [NH2:1][C@@H:2]([C:7]([O-:9])=[O:8])[CH2:3][C:4]([O-:6])=[O:5].C1(N2C3C(=CC(F)=C(N4CC(=NOC)C5(CNC5)C4)N=3)C(=O)C(C(O)=O)=C2)CC1, predict the reaction product. (4) Given the reactants [CH:1](I)([CH3:3])[CH3:2].[Br:5][C:6]1[CH:25]=[CH:24][C:9]2[C:10]3[N:11]([CH:15]=[C:16]([C:18]4[NH:19][CH:20]=[C:21]([CH3:23])[N:22]=4)[N:17]=3)[CH2:12][CH2:13][O:14][C:8]=2[CH:7]=1.C(=O)([O-])[O-].[Cs+].[Cs+].O, predict the reaction product. The product is: [Br:5][C:6]1[CH:25]=[CH:24][C:9]2[C:10]3[N:11]([CH:15]=[C:16]([C:18]4[N:19]([CH:1]([CH3:3])[CH3:2])[CH:20]=[C:21]([CH3:23])[N:22]=4)[N:17]=3)[CH2:12][CH2:13][O:14][C:8]=2[CH:7]=1. (5) Given the reactants [O:1]=[C:2]1[C:11]2[C:6](=[CH:7][CH:8]=[CH:9][CH:10]=2)[N:5]=[C:4]([CH2:12][CH2:13][CH2:14][C:15]([OH:17])=O)[NH:3]1.[N:18]1[CH:23]=[CH:22][CH:21]=[C:20]([O:24][C@H:25]2[CH2:30][CH2:29][C@H:28]([NH2:31])[CH2:27][CH2:26]2)[CH:19]=1, predict the reaction product. The product is: [O:1]=[C:2]1[C:11]2[C:6](=[CH:7][CH:8]=[CH:9][CH:10]=2)[N:5]=[C:4]([CH2:12][CH2:13][CH2:14][C:15]([NH:31][C@H:28]2[CH2:27][CH2:26][C@H:25]([O:24][C:20]3[CH:19]=[N:18][CH:23]=[CH:22][CH:21]=3)[CH2:30][CH2:29]2)=[O:17])[NH:3]1. (6) Given the reactants [Cl:1][C:2]1[C:3]([F:14])=[CH:4][N:5]=[C:6]2[C:11]=1[N:10]=[C:9]([O:12]C)[CH:8]=[CH:7]2.[OH-].[Na+], predict the reaction product. The product is: [Cl:1][C:2]1[C:3]([F:14])=[CH:4][N:5]=[C:6]2[C:11]=1[N:10]=[C:9]([OH:12])[CH:8]=[CH:7]2.